Predict which catalyst facilitates the given reaction. From a dataset of Catalyst prediction with 721,799 reactions and 888 catalyst types from USPTO. Reactant: [C:1]([O:5][C:6]([N:8]1[CH2:13][CH2:12][NH:11][CH:10]([CH3:14])[CH2:9]1)=[O:7])([CH3:4])([CH3:3])[CH3:2].Br[C:16]1[CH:21]=[CH:20][C:19]([C:22]([F:25])([F:24])[F:23])=[CH:18][CH:17]=1.C1(P(C2CCCCC2)C2C=CC=CC=2C2C=CC=CC=2)CCCCC1. Product: [C:1]([O:5][C:6]([N:8]1[CH2:13][CH2:12][N:11]([C:16]2[CH:21]=[CH:20][C:19]([C:22]([F:25])([F:24])[F:23])=[CH:18][CH:17]=2)[CH:10]([CH3:14])[CH2:9]1)=[O:7])([CH3:4])([CH3:2])[CH3:3]. The catalyst class is: 11.